From a dataset of Full USPTO retrosynthesis dataset with 1.9M reactions from patents (1976-2016). Predict the reactants needed to synthesize the given product. (1) Given the product [F:17][C:16]([F:19])([F:18])[C:14]([OH:20])=[O:15].[NH2:3][CH2:6]/[CH:7]=[CH:8]/[C:9]([O:11][CH2:12][CH3:13])=[O:10], predict the reactants needed to synthesize it. The reactants are: C([N:3]([CH2:6]/[CH:7]=[CH:8]/[C:9]([O:11][CH2:12][CH3:13])=[O:10])C=O)=O.[C:14]([OH:20])([C:16]([F:19])([F:18])[F:17])=[O:15]. (2) Given the product [CH2:24]([C:7]1([OH:23])[C:8]2[C:13](=[CH:12][CH:11]=[C:10]([O:21][CH3:22])[CH:9]=2)[C:14]([C:15]2[CH:16]=[CH:17][CH:18]=[CH:19][CH:20]=2)=[C:6]1[C:4]([OH:5])=[O:3])[C:25]1[CH:30]=[CH:29][CH:28]=[CH:27][CH:26]=1, predict the reactants needed to synthesize it. The reactants are: C([O:3][C:4]([C:6]1[C:7]([CH2:24][C:25]2[CH:30]=[CH:29][CH:28]=[CH:27][CH:26]=2)([OH:23])[C:8]2[C:13]([C:14]=1[C:15]1[CH:20]=[CH:19][CH:18]=[CH:17][CH:16]=1)=[CH:12][CH:11]=[C:10]([O:21][CH3:22])[CH:9]=2)=[O:5])C.[OH-].[Na+]. (3) The reactants are: [CH2:1]([S:5][C:6]1[CH:15]=[C:14]([N+:16]([O-:18])=[O:17])[C:13]2[C:8](=[CH:9][CH:10]=[CH:11][CH:12]=2)[C:7]=1[O:19][CH3:20])[CH2:2]CC.SCC[OH:24]. Given the product [CH3:20][O:19][C:7]1[C:8]2[C:13](=[CH:12][CH:11]=[CH:10][CH:9]=2)[C:14]([N+:16]([O-:18])=[O:17])=[CH:15][C:6]=1[S:5][CH2:1][CH2:2][OH:24], predict the reactants needed to synthesize it. (4) The reactants are: [CH2:1]([O:3][C:4]([C:6]1[NH:7][C:8]2[C:13]([CH:14]=1)=[CH:12][C:11]([N+:15]([O-])=O)=[CH:10][CH:9]=2)=[O:5])[CH3:2].C([O-])=O.[NH4+]. Given the product [CH2:1]([O:3][C:4]([C:6]1[NH:7][C:8]2[C:13]([CH:14]=1)=[CH:12][C:11]([NH2:15])=[CH:10][CH:9]=2)=[O:5])[CH3:2], predict the reactants needed to synthesize it. (5) Given the product [Cl:1][C:2]1[CH:7]=[C:6]([N:8]2[C:12]3=[N:13][CH:14]=[CH:15][CH:16]=[C:11]3[N:10]=[CH:9]2)[CH:5]=[CH:4][C:3]=1[CH2:17][C:18]([NH:35][C:32]1[CH:33]=[CH:34][C:29]([CH2:28][N:25]2[CH2:24][CH2:23][N:22]([CH3:21])[CH2:27][CH2:26]2)=[C:30]([C:36]([F:39])([F:38])[F:37])[CH:31]=1)=[O:20], predict the reactants needed to synthesize it. The reactants are: [Cl:1][C:2]1[CH:7]=[C:6]([N:8]2[C:12]3=[N:13][CH:14]=[CH:15][CH:16]=[C:11]3[N:10]=[CH:9]2)[CH:5]=[CH:4][C:3]=1[CH2:17][C:18]([OH:20])=O.[CH3:21][N:22]1[CH2:27][CH2:26][N:25]([CH2:28][C:29]2[CH:34]=[CH:33][C:32]([NH2:35])=[CH:31][C:30]=2[C:36]([F:39])([F:38])[F:37])[CH2:24][CH2:23]1. (6) Given the product [CH3:16][O:17][C:18](=[O:32])[CH:19]([NH2:35])[CH:20]([CH2:10][C@H:9]([OH:11])[CH2:8][O:1][C:2]1[CH:3]=[CH:4][CH:5]=[CH:6][CH:7]=1)[C:21]1[CH:26]=[CH:25][C:24]([O:27][CH3:28])=[C:23]([O:29][CH3:30])[CH:22]=1, predict the reactants needed to synthesize it. The reactants are: [O:1]([CH2:8][C@H:9]1[O:11][CH2:10]1)[C:2]1[CH:7]=[CH:6][CH:5]=[CH:4][CH:3]=1.C(O)(=O)C.[CH3:16][O:17][C:18](=[O:32])[CH2:19][CH:20](N)[C:21]1[CH:26]=[CH:25][C:24]([O:27][CH3:28])=[C:23]([O:29][CH3:30])[CH:22]=1.C([N:35](CC)CC)C. (7) The reactants are: [CH2:1]([C:5]1[N:10]=[CH:9][C:8]([C:11]2[O:15][N:14]=[C:13]([C:16]3[CH:21]=[CH:20][C:19]([CH2:22][C:23](O)=[O:24])=[CH:18][CH:17]=3)[N:12]=2)=[CH:7][C:6]=1[CH3:26])[CH:2]([CH3:4])[CH3:3].CCN=C=NCCCN(C)C.Cl.C1C=CC2N(O)N=NC=2C=1.CCN(C(C)C)C(C)C.[CH2:58]([CH2:60][NH2:61])[OH:59]. Given the product [OH:59][CH2:58][CH2:60][NH:61][C:23](=[O:24])[CH2:22][C:19]1[CH:20]=[CH:21][C:16]([C:13]2[N:12]=[C:11]([C:8]3[CH:9]=[N:10][C:5]([CH2:1][CH:2]([CH3:3])[CH3:4])=[C:6]([CH3:26])[CH:7]=3)[O:15][N:14]=2)=[CH:17][CH:18]=1, predict the reactants needed to synthesize it. (8) The reactants are: [OH-].[Li+].[F:3][C:4]1[C:9]([O:10][CH3:11])=[CH:8][CH:7]=[CH:6][C:5]=1[NH:12][C:13]1[N:22]=[CH:21][CH:20]=[CH:19][C:14]=1[C:15]([O:17]C)=[O:16]. Given the product [F:3][C:4]1[C:9]([O:10][CH3:11])=[CH:8][CH:7]=[CH:6][C:5]=1[NH:12][C:13]1[N:22]=[CH:21][CH:20]=[CH:19][C:14]=1[C:15]([OH:17])=[O:16], predict the reactants needed to synthesize it.